Predict the reaction yield, written as a fraction of the theoretical maximum amount of product (1.0 means a 100% yield; for example, 0.34 means a 34% yield). From a dataset of Reaction yield outcomes from USPTO patents with 853,638 reactions. (1) The reactants are [Cl:1][C:2]1[CH:7]=[C:6](I)[C:5]([Cl:9])=[CH:4][N:3]=1.[Cl:10][C:11]1[CH:16]=[CH:15][CH:14]=[CH:13][C:12]=1[C:17]1[C:18]([C:22]([O:24][CH2:25][CH3:26])=[O:23])=[CH:19][NH:20][CH:21]=1.CN[C@@H]1CCCC[C@H]1NC.C(=O)([O-])[O-].[K+].[K+]. The catalyst is O1CCOCC1.[Cu]I. The product is [Cl:10][C:11]1[CH:16]=[CH:15][CH:14]=[CH:13][C:12]=1[C:17]1[C:18]([C:22]([O:24][CH2:25][CH3:26])=[O:23])=[CH:19][N:20]([C:6]2[C:5]([Cl:9])=[CH:4][N:3]=[C:2]([Cl:1])[CH:7]=2)[CH:21]=1. The yield is 0.390. (2) The reactants are [F:1][C:2]1[C:10]2[C:6](=[C:7]([CH3:12])[N:8]([CH3:11])[N:9]=2)[CH:5]=[C:4](C(O)=O)[C:3]=1[NH:16][C:17]1[CH:22]=[CH:21][C:20]([I:23])=[CH:19][C:18]=1[F:24].C([N:27]([CH2:30]C)CC)C.C1(P(N=[N+]=[N-])(C2C=CC=CC=2)=[O:39])C=CC=CC=1. The catalyst is C1(C)C=CC=CC=1. The product is [F:1][C:2]1[C:10]2[C:6](=[C:7]([CH3:12])[N:8]([CH3:11])[N:9]=2)[CH:5]=[C:4]2[NH:27][C:30](=[O:39])[N:16]([C:17]3[CH:22]=[CH:21][C:20]([I:23])=[CH:19][C:18]=3[F:24])[C:3]=12. The yield is 0.390. (3) The reactants are [C:1]1([CH3:15])[CH:6]=[CH:5][CH:4]=[CH:3][C:2]=1[C:7]1[N:12]=[CH:11][C:10]([CH2:13]O)=[CH:9][CH:8]=1.[BrH:16]. No catalyst specified. The product is [BrH:16].[Br:16][CH2:13][C:10]1[CH:9]=[CH:8][C:7]([C:2]2[CH:3]=[CH:4][CH:5]=[CH:6][C:1]=2[CH3:15])=[N:12][CH:11]=1. The yield is 0.950. (4) The reactants are C(OC(=O)[NH:10][CH2:11][CH2:12][CH2:13][CH2:14][C:15]1[CH:20]=[CH:19][C:18]([O:21][CH2:22][C:23](=[O:31])[N:24]([CH2:28][CH2:29][OH:30])[CH2:25][CH2:26][OH:27])=[CH:17][CH:16]=1)C1C=CC=CC=1.[H][H]. The catalyst is C(O)C.[Pd]. The product is [NH2:10][CH2:11][CH2:12][CH2:13][CH2:14][C:15]1[CH:20]=[CH:19][C:18]([O:21][CH2:22][C:23]([N:24]([CH2:28][CH2:29][OH:30])[CH2:25][CH2:26][OH:27])=[O:31])=[CH:17][CH:16]=1. The yield is 0.720. (5) The reactants are [Si:1]([O:8][CH2:9][C@H:10]1[CH2:15][CH2:14][O:13][C@@H:12]([C:16]2[CH:21]=[CH:20][N:19]=[CH:18][C:17]=2[N+:22]([O-])=O)[O:11]1)([C:4]([CH3:7])([CH3:6])[CH3:5])([CH3:3])[CH3:2]. The catalyst is CO.[OH-].[OH-].[Pd+2]. The product is [Si:1]([O:8][CH2:9][C@H:10]1[CH2:15][CH2:14][O:13][C@@H:12]([C:16]2[CH:21]=[CH:20][N:19]=[CH:18][C:17]=2[NH2:22])[O:11]1)([C:4]([CH3:7])([CH3:5])[CH3:6])([CH3:2])[CH3:3]. The yield is 0.800.